Dataset: Full USPTO retrosynthesis dataset with 1.9M reactions from patents (1976-2016). Task: Predict the reactants needed to synthesize the given product. Given the product [CH:12]([O:23][CH2:22][C:20]1([CH2:24][O:25][CH:8]=[CH2:9])[CH2:21][O:18][CH2:19]1)=[CH2:13], predict the reactants needed to synthesize it. The reactants are: C(=O)([O-])[O-].[Na+].[Na+].C(O)(=O)[CH2:8][CH3:9].[C:12](OC=C)(=O)[CH3:13].[O:18]1[CH2:21][C:20]([CH2:24][OH:25])([CH2:22][OH:23])[CH2:19]1.